Predict the reactants needed to synthesize the given product. From a dataset of Full USPTO retrosynthesis dataset with 1.9M reactions from patents (1976-2016). (1) Given the product [CH3:1][C:2]1[N:30]([C:29]2[CH:31]=[CH:32][C:26]([O:25][CH2:24][CH2:23][CH2:22][N:17]3[CH2:21][CH2:20][CH2:19][CH2:18]3)=[CH:27][CH:28]=2)[C:6](=[O:8])[C:5]2[C:4](=[CH:12][CH:11]=[CH:10][C:9]=2[C:13]([F:16])([F:15])[F:14])[N:3]=1, predict the reactants needed to synthesize it. The reactants are: [CH3:1][C:2]1O[C:6](=[O:8])[C:5]2[C:9]([C:13]([F:16])([F:15])[F:14])=[CH:10][CH:11]=[CH:12][C:4]=2[N:3]=1.[N:17]1([CH2:22][CH2:23][CH2:24][O:25][C:26]2[CH:32]=[CH:31][C:29]([NH2:30])=[CH:28][CH:27]=2)[CH2:21][CH2:20][CH2:19][CH2:18]1. (2) Given the product [C:23]([CH2:25][C:26]1([N:1]2[CH:5]=[C:4]([C:6]3[CH:11]=[CH:10][N:9]=[C:8]4[N:12]([CH2:15][O:16][CH2:17][CH2:18][Si:19]([CH3:22])([CH3:21])[CH3:20])[CH:13]=[CH:14][C:7]=34)[CH:3]=[N:2]2)[CH2:29][N:28]([C:30]2[CH:41]=[CH:40][C:33]([C:34]([NH:36][CH:37]([CH3:38])[CH3:39])=[O:35])=[CH:32][CH:31]=2)[CH2:27]1)#[N:24], predict the reactants needed to synthesize it. The reactants are: [NH:1]1[CH:5]=[C:4]([C:6]2[CH:11]=[CH:10][N:9]=[C:8]3[N:12]([CH2:15][O:16][CH2:17][CH2:18][Si:19]([CH3:22])([CH3:21])[CH3:20])[CH:13]=[CH:14][C:7]=23)[CH:3]=[N:2]1.[C:23]([CH:25]=[C:26]1[CH2:29][N:28]([C:30]2[CH:41]=[CH:40][C:33]([C:34]([NH:36][CH:37]([CH3:39])[CH3:38])=[O:35])=[CH:32][CH:31]=2)[CH2:27]1)#[N:24].N12CCCN=C1CCCCC2.C(#N)C. (3) The reactants are: [CH2:1]([O:8][C@H:9]([C@H:12]([C@@H:21]([C@@H:30]([CH2:32][O:33][CH2:34][C:35]1[CH:40]=[CH:39][CH:38]=[CH:37][CH:36]=1)[OH:31])[O:22][CH2:23][C:24]1[CH:29]=[CH:28][CH:27]=[CH:26][CH:25]=1)[O:13][CH2:14][C:15]1[CH:20]=[CH:19][CH:18]=[CH:17][CH:16]=1)[CH2:10][OH:11])[C:2]1[CH:7]=[CH:6][CH:5]=[CH:4][CH:3]=1.[S:41](Cl)([CH3:44])(=[O:43])=[O:42]. Given the product [CH2:1]([O:8][C@H:9]([C@H:12]([C@@H:21]([C@@H:30]([CH2:32][O:33][CH2:34][C:35]1[CH:36]=[CH:37][CH:38]=[CH:39][CH:40]=1)[O:31][S:41]([CH3:44])(=[O:43])=[O:42])[O:22][CH2:23][C:24]1[CH:25]=[CH:26][CH:27]=[CH:28][CH:29]=1)[O:13][CH2:14][C:15]1[CH:20]=[CH:19][CH:18]=[CH:17][CH:16]=1)[CH2:10][O:11][S:41]([CH3:44])(=[O:43])=[O:42])[C:2]1[CH:3]=[CH:4][CH:5]=[CH:6][CH:7]=1, predict the reactants needed to synthesize it. (4) Given the product [O:25]1[CH2:26][CH2:27][N:22]([C:4]2[C:5]3[S:10][C:9]([CH2:11][N:12]4[CH2:17][CH2:16][N:15]([S:18]([CH3:21])(=[O:20])=[O:19])[CH2:14][CH2:13]4)=[CH:8][C:6]=3[N:7]=[C:2]([C:37]3[S:36][C:35]([NH2:34])=[N:39][CH:38]=3)[N:3]=2)[CH2:23][CH2:24]1, predict the reactants needed to synthesize it. The reactants are: Cl[C:2]1[N:3]=[C:4]([N:22]2[CH2:27][CH2:26][O:25][CH2:24][CH2:23]2)[C:5]2[S:10][C:9]([CH2:11][N:12]3[CH2:17][CH2:16][N:15]([S:18]([CH3:21])(=[O:20])=[O:19])[CH2:14][CH2:13]3)=[CH:8][C:6]=2[N:7]=1.C(OC(=O)[NH:34][C:35]1[S:36][C:37]([Sn](CCCC)(CCCC)CCCC)=[CH:38][N:39]=1)(C)(C)C.